Task: Predict the product of the given reaction.. Dataset: Forward reaction prediction with 1.9M reactions from USPTO patents (1976-2016) (1) Given the reactants [C:1]([O:5][C:6](=[O:37])[NH:7][C:8]1[CH:13]=[CH:12][CH:11]=[CH:10][C:9]=1[NH:14][C:15](=[O:36])[C:16]1[CH:21]=[CH:20][C:19]([CH2:22][NH:23][C:24]2[S:25][C:26]3[CH:32]=[C:31]([N+:33]([O-])=O)[CH:30]=[CH:29][C:27]=3[N:28]=2)=[CH:18][CH:17]=1)([CH3:4])([CH3:3])[CH3:2].O.O.[Sn](Cl)Cl.C([O-])(=O)C.[NH4+], predict the reaction product. The product is: [C:1]([O:5][C:6](=[O:37])[NH:7][C:8]1[CH:13]=[CH:12][CH:11]=[CH:10][C:9]=1[NH:14][C:15](=[O:36])[C:16]1[CH:17]=[CH:18][C:19]([CH2:22][NH:23][C:24]2[S:25][C:26]3[CH:32]=[C:31]([NH2:33])[CH:30]=[CH:29][C:27]=3[N:28]=2)=[CH:20][CH:21]=1)([CH3:4])([CH3:2])[CH3:3]. (2) Given the reactants [F:1][C:2]1[CH:35]=[CH:34][CH:33]=[C:32]([F:36])[C:3]=1[CH2:4][N:5]([CH:29]([CH3:31])[CH3:30])[C:6]([NH:8][C:9]1[CH:14]=[CH:13][C:12]([S:15]([N:18]2[CH2:23][CH2:22][CH:21]([CH:24](OC)[O:25]C)[CH2:20][CH2:19]2)(=[O:17])=[O:16])=[CH:11][CH:10]=1)=[O:7].[I-].[Na+].ClC([SiH3])(Cl)Cl, predict the reaction product. The product is: [F:36][C:32]1[CH:33]=[CH:34][CH:35]=[C:2]([F:1])[C:3]=1[CH2:4][N:5]([CH:29]([CH3:31])[CH3:30])[C:6]([NH:8][C:9]1[CH:10]=[CH:11][C:12]([S:15]([N:18]2[CH2:19][CH2:20][CH:21]([CH:24]=[O:25])[CH2:22][CH2:23]2)(=[O:17])=[O:16])=[CH:13][CH:14]=1)=[O:7]. (3) Given the reactants CN(C1C2N=CN([C@@H]3O[C@H](CO)[C@@H](NC([C@@H](N)CC4C=CC(OC)=CC=4)=O)[C@H]3O)C=2N=CN=1)C.B(O)(O)C1C=CC=C(NS(C2C3C=CC=C(N(C)C)C=3C=CC=2)(=O)=O)C=1.CN[C@H]1[C@H](O)[C@@H]([O:70][C@H:71]2[O:76][C@H:75]([CH2:77]O)[C@H:74]([OH:79])[C@@H:73]3[O:80][C@]4(O[C@H]([C@H](N)CO)[C@H](O)[C@H](O)[C@H]4O)[O:82][C@@H:72]23)[C@H](O)[C@@H](N)C1.C(=O)=O, predict the reaction product. The product is: [O:70]=[CH:71][C@H:72]([C@@H:73]([C@@H:74]([C@H:75]([CH3:77])[OH:76])[OH:79])[OH:80])[OH:82]. (4) Given the reactants [NH2:1][C:2]1[CH:7]=[C:6]([C:8]2[CH:37]=[C:36]([Cl:38])[CH:35]=[CH:34][C:9]=2[O:10][C:11]2[C:16]([Cl:17])=[CH:15][C:14]([S:18]([N:21](COCC)[C:22]3[N:27]=[CH:26][C:25]([F:28])=[CH:24][N:23]=3)(=[O:20])=[O:19])=[C:13]([F:33])[CH:12]=2)[CH:5]=[CH:4][N:3]=1.[ClH:39].O, predict the reaction product. The product is: [ClH:17].[ClH:39].[NH2:1][C:2]1[CH:7]=[C:6]([C:8]2[CH:37]=[C:36]([Cl:38])[CH:35]=[CH:34][C:9]=2[O:10][C:11]2[C:16]([Cl:17])=[CH:15][C:14]([S:18]([NH:21][C:22]3[N:23]=[CH:24][C:25]([F:28])=[CH:26][N:27]=3)(=[O:20])=[O:19])=[C:13]([F:33])[CH:12]=2)[CH:5]=[CH:4][N:3]=1. (5) Given the reactants [Br:1][C:2]1[CH:7]=[C:6]([C:8]([CH3:11])([CH3:10])[CH3:9])[NH:5][C:4](=[O:12])[CH:3]=1.[H-].[Na+].I[CH2:16][CH:17]([CH3:19])[CH3:18], predict the reaction product. The product is: [Br:1][C:2]1[CH:3]=[C:4]([O:12][CH2:16][CH:17]([CH3:19])[CH3:18])[N:5]=[C:6]([C:8]([CH3:9])([CH3:11])[CH3:10])[CH:7]=1. (6) Given the reactants Cl.[CH3:2][O:3][C:4]1[CH:5]=[C:6]([CH:11]=[CH:12][C:13]=1[C:14]1[O:18][C:17]([CH3:19])=[N:16][CH:15]=1)[C:7]([NH:9][NH2:10])=[O:8].[Cl:20][CH2:21][CH2:22][CH2:23][CH:24]([C:28]1[CH:33]=[CH:32][CH:31]=[CH:30][C:29]=1[O:34][C:35]([F:38])([F:37])[F:36])[C:25](O)=O.C(N(CC)CC)C.P(C#N)(OCC)(OCC)=O.C(Cl)(Cl)(Cl)Cl.C1(P(C2C=CC=CC=2)C2C=CC=CC=2)C=CC=CC=1, predict the reaction product. The product is: [Cl:20][CH2:21][CH2:22][CH2:23][CH:24]([C:25]1[O:8][C:7]([C:6]2[CH:11]=[CH:12][C:13]([C:14]3[O:18][C:17]([CH3:19])=[N:16][CH:15]=3)=[C:4]([O:3][CH3:2])[CH:5]=2)=[N:9][N:10]=1)[C:28]1[CH:33]=[CH:32][CH:31]=[CH:30][C:29]=1[O:34][C:35]([F:36])([F:37])[F:38]. (7) Given the reactants [Br:1][C:2]1[C:3]([F:12])=[C:4]2[C:10]([NH2:11])=[CH:9][NH:8][C:5]2=[N:6][CH:7]=1.[CH3:13][CH:14]([CH3:19])[CH2:15][C:16](O)=[O:17].C(N(CC)CC)C, predict the reaction product. The product is: [Br:1][C:2]1[C:3]([F:12])=[C:4]2[C:10]([NH:11][C:16](=[O:17])[CH2:15][CH:14]([CH3:19])[CH3:13])=[CH:9][NH:8][C:5]2=[N:6][CH:7]=1.